Dataset: Reaction yield outcomes from USPTO patents with 853,638 reactions. Task: Predict the reaction yield, written as a fraction of the theoretical maximum amount of product (1.0 means a 100% yield; for example, 0.34 means a 34% yield). (1) The reactants are [Br:1][C:2]1[CH:3]=[C:4]2[C:9](=[CH:10][CH:11]=1)[NH:8][CH2:7][CH2:6][CH2:5]2.[CH:12]([CH:14]1[CH2:19][CH2:18][N:17]([C:20]([O:22][CH2:23][C:24]2[CH:29]=[CH:28][CH:27]=[CH:26][CH:25]=2)=[O:21])[CH2:16][CH2:15]1)=O.C(O[BH-](OC(=O)C)OC(=O)C)(=O)C.[Na+].C(OCC)(=O)C.CCCCCC. The catalyst is ClCCCl.ClCCl. The product is [Br:1][C:2]1[CH:3]=[C:4]2[C:9](=[CH:10][CH:11]=1)[N:8]([CH2:12][CH:14]1[CH2:19][CH2:18][N:17]([C:20]([O:22][CH2:23][C:24]3[CH:25]=[CH:26][CH:27]=[CH:28][CH:29]=3)=[O:21])[CH2:16][CH2:15]1)[CH2:7][CH2:6][CH2:5]2. The yield is 0.810. (2) The product is [F:2][C:3]1[CH:4]=[C:5]([CH:10]2[CH2:15][CH:14]([C:16]([O:18][CH3:19])=[O:17])[CH2:13][CH2:12][N:11]2[C:30]([O:32][CH3:33])=[O:31])[CH:6]=[CH:7][C:8]=1[F:9]. The catalyst is C(Cl)Cl. The reactants are Cl.[F:2][C:3]1[CH:4]=[C:5]([CH:10]2[CH2:15][CH:14]([C:16]([O:18][CH3:19])=[O:17])[CH2:13][CH2:12][NH:11]2)[CH:6]=[CH:7][C:8]=1[F:9].CCN(C(C)C)C(C)C.Cl[C:30]([O:32][CH3:33])=[O:31]. The yield is 1.00. (3) The reactants are [Cl:1][C:2]1[CH:7]=[CH:6][C:5](I)=[CH:4][C:3]=1[Cl:9].[CH3:10][CH:11]([OH:14])[CH:12]=[CH2:13].C(=O)(O)[O-].[Na+]. The catalyst is [Cl-].C([N+](CCCC)(CCCC)CCCC)CCC.C([O-])(=O)C.[Pd+2].C([O-])(=O)C.CN(C=O)C. The product is [Cl:9][C:3]1[CH:4]=[C:5]([CH2:13][CH2:12][C:11](=[O:14])[CH3:10])[CH:6]=[CH:7][C:2]=1[Cl:1]. The yield is 0.880. (4) The reactants are Cl[C:2]1[N:7]=[C:6]([CH3:8])[C:5]([CH:9]([CH2:14][CH2:15][CH3:16])[C:10]([O:12][CH3:13])=[O:11])=[C:4]([C:17]2[CH:22]=[CH:21][C:20]([CH3:23])=[CH:19][CH:18]=2)[N:3]=1.[NH:24]1[CH2:29][CH2:28][CH:27]([NH:30][C:31](=[O:38])[C:32]2[CH:37]=[CH:36][CH:35]=[CH:34][CH:33]=2)[CH2:26][CH2:25]1.C(N(CC)CC)C. The catalyst is O1CCCC1.C(=O)([O-])O.[Na+]. The product is [C:31]([NH:30][CH:27]1[CH2:28][CH2:29][N:24]([C:2]2[N:7]=[C:6]([CH3:8])[C:5]([CH:9]([CH2:14][CH2:15][CH3:16])[C:10]([O:12][CH3:13])=[O:11])=[C:4]([C:17]3[CH:22]=[CH:21][C:20]([CH3:23])=[CH:19][CH:18]=3)[N:3]=2)[CH2:25][CH2:26]1)(=[O:38])[C:32]1[CH:33]=[CH:34][CH:35]=[CH:36][CH:37]=1. The yield is 0.340.